From a dataset of Forward reaction prediction with 1.9M reactions from USPTO patents (1976-2016). Predict the product of the given reaction. (1) Given the reactants CCN(CC)CC.O[C@@H:9]([CH3:32])[C@@H:10]([NH:14][C:15]([O:17][CH:18]1[CH2:23][CH2:22][N:21]([C:24]([C:26]2[CH:31]=[CH:30][CH:29]=[CH:28][CH:27]=2)=[O:25])[CH2:20][CH2:19]1)=[O:16])[C:11]([OH:13])=[O:12].CN(C(ON1N=NC2C=CC=CC1=2)=[N+](C)C)C.F[P-](F)(F)(F)(F)F, predict the reaction product. The product is: [C:24]([N:21]1[CH2:22][CH2:23][CH:18]([O:17][C:15](=[O:16])[NH:14][C@H:10]2[C:11](=[O:12])[O:13][C@H:9]2[CH3:32])[CH2:19][CH2:20]1)(=[O:25])[C:26]1[CH:31]=[CH:30][CH:29]=[CH:28][CH:27]=1. (2) Given the reactants [H-].[Na+].[F:3][C:4]1[CH:9]=[CH:8][C:7]([C:10]2[N:11]=[C:12](/[CH:20]=[CH:21]/[C:22]3[CH:27]=[CH:26][C:25]([N:28]4[CH:32]=[C:31]([CH3:33])[N:30]=[CH:29]4)=[C:24]([O:34][CH3:35])[CH:23]=3)[N:13]3[CH2:18][CH2:17][NH:16][C:15](=[O:19])[C:14]=23)=[CH:6][CH:5]=1.CI.O.[C:39](=O)(O)[O-].[Na+], predict the reaction product. The product is: [F:3][C:4]1[CH:5]=[CH:6][C:7]([C:10]2[N:11]=[C:12](/[CH:20]=[CH:21]/[C:22]3[CH:27]=[CH:26][C:25]([N:28]4[CH:32]=[C:31]([CH3:33])[N:30]=[CH:29]4)=[C:24]([O:34][CH3:35])[CH:23]=3)[N:13]3[CH2:18][CH2:17][N:16]([CH3:39])[C:15](=[O:19])[C:14]=23)=[CH:8][CH:9]=1. (3) Given the reactants Cl[C:2]([O:4][CH:5]1[CH:10]([CH:11]([CH3:13])[CH3:12])[CH2:9][CH2:8][CH:7]([CH3:14])[CH2:6]1)=[O:3].[N:15]1C=CC=[CH:17][CH:16]=1.C(N)C.Cl, predict the reaction product. The product is: [CH:11]([C@@H:10]1[CH2:9][CH2:8][C@@H:7]([CH3:14])[CH2:6][C@H:5]1[O:4][C:2](=[O:3])[NH:15][CH2:16][CH3:17])([CH3:13])[CH3:12]. (4) Given the reactants [O:1]1[CH2:6][CH2:5][N:4]([C:7]2[N:12]=[C:11]3[NH:13][CH:14]=[C:15]([C:16]#[N:17])[C:10]3=[CH:9][CH:8]=2)[CH2:3][CH2:2]1.[C:18]([C:22]1[CH:23]=[C:24]2[C:29](=[C:30]([F:32])[CH:31]=1)[C:28](=[O:33])[N:27]([C:34]1[C:42]3[CH2:41][O:40]B(O)[C:38]=3[CH:37]=[CH:36][CH:35]=1)[N:26]=[CH:25]2)([CH3:21])([CH3:20])[CH3:19].N1C=CC=CC=1.[NH4+].[Cl-], predict the reaction product. The product is: [C:18]([C:22]1[CH:23]=[C:24]2[C:29](=[C:30]([F:32])[CH:31]=1)[C:28](=[O:33])[N:27]([C:34]1[C:42]([CH2:41][OH:40])=[C:38]([N:13]3[C:11]4=[N:12][C:7]([N:4]5[CH2:5][CH2:6][O:1][CH2:2][CH2:3]5)=[CH:8][CH:9]=[C:10]4[C:15]([C:16]#[N:17])=[CH:14]3)[CH:37]=[CH:36][CH:35]=1)[N:26]=[CH:25]2)([CH3:21])([CH3:19])[CH3:20]. (5) Given the reactants [CH2:1]([O:3][C:4]([C:6]1[CH:10]2[CH2:11][N:12]([C:15](=[O:17])[CH3:16])[CH2:13][CH2:14][C:9]2(N2CCCC2)[O:8][N:7]=1)=[O:5])[CH3:2].C(#N)C.ClCCl.FC(F)(F)C(O)=O, predict the reaction product. The product is: [CH2:1]([O:3][C:4]([C:6]1[C:10]2[CH2:11][N:12]([C:15](=[O:17])[CH3:16])[CH2:13][CH2:14][C:9]=2[O:8][N:7]=1)=[O:5])[CH3:2]. (6) Given the reactants [C:1]1([C:21]2[CH:26]=[CH:25][CH:24]=[CH:23][CH:22]=2)[CH:6]=[CH:5][C:4]([NH:7][C:8]2[CH:13]=[N:12][CH:11]=[C:10]3[S:14][C:15]([C:17](=[N:19][NH2:20])[NH2:18])=[CH:16][C:9]=23)=[CH:3][CH:2]=1.[C:27](OC(=O)C)(=[O:29])[CH3:28], predict the reaction product. The product is: [NH2:18][C:17](=[N:19][NH:20][C:27](=[O:29])[CH3:28])[C:15]1[S:14][C:10]2=[CH:11][N:12]=[CH:13][C:8]([NH:7][C:4]3[CH:5]=[CH:6][C:1]([C:21]4[CH:22]=[CH:23][CH:24]=[CH:25][CH:26]=4)=[CH:2][CH:3]=3)=[C:9]2[CH:16]=1. (7) Given the reactants Br[C:2]1[C:7]([CH:8]=[O:9])=[CH:6][C:5]([Cl:10])=[N:4][CH:3]=1.[Cl:11][C:12]1[CH:17]=[CH:16][CH:15]=[CH:14][C:13]=1[C:18]#[CH:19].C(N(CC)C(C)C)(C)C, predict the reaction product. The product is: [Cl:10][C:5]1[CH:6]=[C:7]([C:2]([C:19]#[C:18][C:13]2[CH:14]=[CH:15][CH:16]=[CH:17][C:12]=2[Cl:11])=[CH:3][N:4]=1)[CH:8]=[O:9]. (8) Given the reactants [C:1]([O:5][C:6]([N:8]1[CH2:13][CH2:12][N:11]([C:14]2[CH:19]=[CH:18][C:17]([NH:20][C:21]3[N:26]=[C:25]([CH2:27][CH2:28][C:29]4[CH:34]=[CH:33][CH:32]=[CH:31][C:30]=4[CH2:35][C:36]([O-])=[O:37])[C:24]([C:39]([F:42])([F:41])[F:40])=[CH:23][N:22]=3)=[C:16]([O:43][CH3:44])[CH:15]=2)[CH2:10][CH2:9]1)=[O:7])([CH3:4])([CH3:3])[CH3:2].[Li+].O[N:47]1C2C=CC=CC=2N=N1.C(N=C=NCCCN(C)C)C.Cl.C(N(CC)C(C)C)(C)C.C(=O)([O-])[O-].[NH4+].[NH4+], predict the reaction product. The product is: [NH2:47][C:36](=[O:37])[CH2:35][C:30]1[CH:31]=[CH:32][CH:33]=[CH:34][C:29]=1[CH2:28][CH2:27][C:25]1[C:24]([C:39]([F:40])([F:42])[F:41])=[CH:23][N:22]=[C:21]([NH:20][C:17]2[CH:18]=[CH:19][C:14]([N:11]3[CH2:12][CH2:13][N:8]([C:6]([O:5][C:1]([CH3:4])([CH3:2])[CH3:3])=[O:7])[CH2:9][CH2:10]3)=[CH:15][C:16]=2[O:43][CH3:44])[N:26]=1. (9) Given the reactants [CH3:1][O:2][CH2:3][CH2:4][N:5]([CH3:13])[C:6]1[CH:11]=[CH:10][C:9]([NH2:12])=[CH:8][N:7]=1.C(OCN1[C:26]2[N:27]=[C:28](NC3C=CC(OCCOC)=C(F)C=3)[N:29]=[C:30]([O:31][C:32]3[CH:37]=[CH:36][CH:35]=[C:34]([N+:38]([O-])=O)[CH:33]=3)[C:25]=2C=C1)(=O)C(C)(C)C.[C:54]([O-:57])([O-])=O.[K+].[K+].C1(P([CH:88]2[CH2:93]CCCC2)C2C=CC=CC=2C2C(C(C)C)=CC(C(C)C)=CC=2C(C)C)CCCCC1.C[CH2:95][OH:96], predict the reaction product. The product is: [CH3:95][O:96][C:25]1[C:30]([O:31][C:32]2[CH:33]=[C:34]([NH:38][C:54](=[O:57])[CH:93]=[CH2:88])[CH:35]=[CH:36][CH:37]=2)=[N:29][C:28]([NH:12][C:9]2[CH:8]=[N:7][C:6]([N:5]([CH2:4][CH2:3][O:2][CH3:1])[CH3:13])=[CH:11][CH:10]=2)=[N:27][CH:26]=1.